This data is from NCI-60 drug combinations with 297,098 pairs across 59 cell lines. The task is: Regression. Given two drug SMILES strings and cell line genomic features, predict the synergy score measuring deviation from expected non-interaction effect. Drug 1: CC12CCC(CC1=CCC3C2CCC4(C3CC=C4C5=CN=CC=C5)C)O. Drug 2: C1CCC(CC1)NC(=O)N(CCCl)N=O. Cell line: NCI/ADR-RES. Synergy scores: CSS=27.1, Synergy_ZIP=-3.50, Synergy_Bliss=2.23, Synergy_Loewe=-1.92, Synergy_HSA=2.42.